The task is: Predict the reactants needed to synthesize the given product.. This data is from Full USPTO retrosynthesis dataset with 1.9M reactions from patents (1976-2016). Given the product [CH3:1][O:2][CH2:3][CH2:4][O:5][C:6]1[CH:7]=[C:8]2[C:12](=[CH:13][CH:14]=1)[NH:11][C:10]([C:15]([OH:17])=[O:16])=[CH:9]2, predict the reactants needed to synthesize it. The reactants are: [CH3:1][O:2][CH2:3][CH2:4][O:5][C:6]1[CH:7]=[C:8]2[C:12](=[CH:13][CH:14]=1)[NH:11][C:10]([C:15]([O:17]CC)=[O:16])=[CH:9]2.O[Li].O.C(O)C.